This data is from Reaction yield outcomes from USPTO patents with 853,638 reactions. The task is: Predict the reaction yield, written as a fraction of the theoretical maximum amount of product (1.0 means a 100% yield; for example, 0.34 means a 34% yield). (1) The reactants are Br[C:2]1[CH:3]=[C:4]2[C:9](=[CH:10][CH:11]=1)[CH:8]=[C:7]([C:12]([NH:14][CH3:15])=[O:13])[CH:6]=[CH:5]2.C([Li])CCC.[C:21]([N:40]1[CH:44]=[C:43]([CH:45]=[O:46])[N:42]=[CH:41]1)([C:34]1[CH:39]=[CH:38][CH:37]=[CH:36][CH:35]=1)([C:28]1[CH:33]=[CH:32][CH:31]=[CH:30][CH:29]=1)[C:22]1[CH:27]=[CH:26][CH:25]=[CH:24][CH:23]=1.[Cl-].[NH4+]. The catalyst is CCCCCC.C1COCC1. The product is [OH:46][CH:45]([C:43]1[N:42]=[CH:41][N:40]([C:21]([C:22]2[CH:27]=[CH:26][CH:25]=[CH:24][CH:23]=2)([C:28]2[CH:29]=[CH:30][CH:31]=[CH:32][CH:33]=2)[C:34]2[CH:39]=[CH:38][CH:37]=[CH:36][CH:35]=2)[CH:44]=1)[C:2]1[CH:3]=[C:4]2[C:9](=[CH:10][CH:11]=1)[CH:8]=[C:7]([C:12]([NH:14][CH3:15])=[O:13])[CH:6]=[CH:5]2. The yield is 0.500. (2) The reactants are [F:1][C:2]1[CH:3]=[N:4][C:5]([CH:8]2[CH2:10][CH:9]2[CH2:11][NH:12]C(=O)OCC2C=CC=CC=2)=[N:6][CH:7]=1. The catalyst is [Pd].CO. The product is [F:1][C:2]1[CH:7]=[N:6][C:5]([CH:8]2[CH2:10][CH:9]2[CH2:11][NH2:12])=[N:4][CH:3]=1. The yield is 0.480.